Task: Predict which catalyst facilitates the given reaction.. Dataset: Catalyst prediction with 721,799 reactions and 888 catalyst types from USPTO Reactant: [F:1][C:2]([F:30])([F:29])[O:3][C:4]1[CH:9]=[CH:8][C:7]([N:10]2[CH:14]=[N:13][C:12]([C:15]3[CH:20]=[CH:19][C:18](/[C:21](/[CH3:28])=[CH:22]/[C:23]([O:25][CH2:26][CH3:27])=[O:24])=[CH:17][CH:16]=3)=[N:11]2)=[CH:6][CH:5]=1. Product: [F:30][C:2]([F:1])([F:29])[O:3][C:4]1[CH:9]=[CH:8][C:7]([N:10]2[CH:14]=[N:13][C:12]([C:15]3[CH:20]=[CH:19][C:18]([CH:21]([CH3:28])[CH2:22][C:23]([O:25][CH2:26][CH3:27])=[O:24])=[CH:17][CH:16]=3)=[N:11]2)=[CH:6][CH:5]=1. The catalyst class is: 153.